This data is from Forward reaction prediction with 1.9M reactions from USPTO patents (1976-2016). The task is: Predict the product of the given reaction. (1) Given the reactants [NH2:1][C:2]1[N:7]=[CH:6][N:5]=[C:4]2[N:8]([CH:29]3[CH2:34][CH2:33][N:32](C(OC(C)(C)C)=O)[CH2:31][CH2:30]3)[N:9]=[C:10]([C:11]3[CH:16]=[CH:15][C:14]([NH:17][C:18]4[O:19][C:20]5[C:26]([CH3:27])=[CH:25][C:24]([CH3:28])=[CH:23][C:21]=5[N:22]=4)=[CH:13][CH:12]=3)[C:3]=12.[ClH:42], predict the reaction product. The product is: [ClH:42].[ClH:42].[NH2:1][C:2]1[N:7]=[CH:6][N:5]=[C:4]2[N:8]([CH:29]3[CH2:34][CH2:33][NH:32][CH2:31][CH2:30]3)[N:9]=[C:10]([C:11]3[CH:12]=[CH:13][C:14]([NH:17][C:18]4[O:19][C:20]5[C:26]([CH3:27])=[CH:25][C:24]([CH3:28])=[CH:23][C:21]=5[N:22]=4)=[CH:15][CH:16]=3)[C:3]=12. (2) Given the reactants [F:1][C:2]([F:24])([F:23])[C:3]1[CH:4]=[C:5]([C:13]2[N:17]=[CH:16][N:15](/[CH:18]=[CH:19]\[C:20](O)=[O:21])[N:14]=2)[CH:6]=[C:7]([C:9]([F:12])([F:11])[F:10])[CH:8]=1.[O:25]=[C:26]1[N:31]([CH2:32][C:33]([NH:35][NH2:36])=[O:34])[CH2:30][CH2:29][O:28][CH2:27]1.C(P1(=O)OP(CCC)(=O)OP(CCC)(=O)O1)CC.CCN(C(C)C)C(C)C, predict the reaction product. The product is: [F:11][C:9]([F:12])([F:10])[C:7]1[CH:6]=[C:5]([C:13]2[N:17]=[CH:16][N:15](/[CH:18]=[CH:19]\[C:20]([N:35]([C:33](=[O:34])[CH2:32][N:31]3[CH2:30][CH2:29][O:28][CH2:27][C:26]3=[O:25])[NH2:36])=[O:21])[N:14]=2)[CH:4]=[C:3]([C:2]([F:1])([F:23])[F:24])[CH:8]=1. (3) Given the reactants C1(P(C2C=CC=CC=2)C2C=CC=CC=2)C=CC=CC=1.N(C(OCC)=O)=NC(OCC)=O.[F:32][C:33]1[CH:57]=[CH:56][CH:55]=[CH:54][C:34]=1[O:35][C:36]1[N:41]=[C:40]2[O:42][C:43]([C:45]3[CH:50]=[C:49]([CH3:51])[C:48]([OH:52])=[C:47]([CH3:53])[CH:46]=3)=[N:44][C:39]2=[CH:38][CH:37]=1.O[C:59]([CH3:68])([CH3:67])[C:60]([O:62][C:63]([CH3:66])([CH3:65])[CH3:64])=[O:61], predict the reaction product. The product is: [F:32][C:33]1[CH:57]=[CH:56][CH:55]=[CH:54][C:34]=1[O:35][C:36]1[N:41]=[C:40]2[O:42][C:43]([C:45]3[CH:50]=[C:49]([CH3:51])[C:48]([O:52][C:59]([CH3:68])([CH3:67])[C:60]([O:62][C:63]([CH3:66])([CH3:65])[CH3:64])=[O:61])=[C:47]([CH3:53])[CH:46]=3)=[N:44][C:39]2=[CH:38][CH:37]=1. (4) Given the reactants [CH2:1]([O:8][C:9]1[C:10]([C:20](O)=[O:21])=[N:11][N:12]2[CH2:17][CH2:16][N:15]([CH3:18])[C:14](=[O:19])[C:13]=12)[C:2]1[CH:7]=[CH:6][CH:5]=[CH:4][CH:3]=1.C(Cl)CCl.C1C=CC2N(O)N=NC=2C=1.[F:37][C:38]1[CH:46]=[CH:45][C:41]([CH2:42][NH:43][CH3:44])=[CH:40][CH:39]=1, predict the reaction product. The product is: [CH2:1]([O:8][C:9]1[C:10]([C:20]([N:43]([CH2:42][C:41]2[CH:45]=[CH:46][C:38]([F:37])=[CH:39][CH:40]=2)[CH3:44])=[O:21])=[N:11][N:12]2[CH2:17][CH2:16][N:15]([CH3:18])[C:14](=[O:19])[C:13]=12)[C:2]1[CH:3]=[CH:4][CH:5]=[CH:6][CH:7]=1.